This data is from Full USPTO retrosynthesis dataset with 1.9M reactions from patents (1976-2016). The task is: Predict the reactants needed to synthesize the given product. (1) Given the product [C:27]([C:24]1[CH:25]=[C:26]2[C:21](=[CH:22][C:23]=1[O:29][CH3:30])[N:20]=[CH:19][CH:18]=[C:17]2[O:16][C:13]1[CH:14]=[CH:15][C:10]([NH:9][C:8]([NH:32][C:33]2[CH:38]=[CH:37][CH:36]=[CH:35][N:34]=2)=[O:7])=[CH:11][CH:12]=1)#[N:28], predict the reactants needed to synthesize it. The reactants are: C1([O:7][C:8](=O)[NH:9][C:10]2[CH:15]=[CH:14][C:13]([O:16][C:17]3[C:26]4[C:21](=[CH:22][C:23]([O:29][CH3:30])=[C:24]([C:27]#[N:28])[CH:25]=4)[N:20]=[CH:19][CH:18]=3)=[CH:12][CH:11]=2)C=CC=CC=1.[NH2:32][C:33]1[CH:38]=[CH:37][CH:36]=[CH:35][N:34]=1.O. (2) Given the product [NH2:2][C:1]([C:3]1[CH:4]=[C:5]([C:25]2[CH:26]=[CH:27][CH:28]=[CH:29][CH:30]=2)[CH:6]=[C:7]2[C:11]=1[NH:10][N:9]=[C:8]2[CH:12]1[CH2:17][CH2:16][N:15]([C:18]([O:20][C:21]([CH3:24])([CH3:23])[CH3:22])=[O:19])[CH2:14][CH2:13]1)=[O:31], predict the reactants needed to synthesize it. The reactants are: [C:1]([C:3]1[CH:4]=[C:5]([C:25]2[CH:30]=[CH:29][CH:28]=[CH:27][CH:26]=2)[CH:6]=[C:7]2[C:11]=1[NH:10][N:9]=[C:8]2[CH:12]1[CH2:17][CH2:16][N:15]([C:18]([O:20][C:21]([CH3:24])([CH3:23])[CH3:22])=[O:19])[CH2:14][CH2:13]1)#[N:2].[OH-:31].[K+].